From a dataset of Full USPTO retrosynthesis dataset with 1.9M reactions from patents (1976-2016). Predict the reactants needed to synthesize the given product. (1) Given the product [Cl:7][C:8]1[S:9][CH:10]=[C:11]([NH:13]/[C:14](/[S:15][CH3:4])=[N:1]/[C:2]#[N:3])[CH:12]=1, predict the reactants needed to synthesize it. The reactants are: [N:1]#[C:2][NH2:3].[CH3:4][O-].[Na+].[Cl:7][C:8]1[S:9][CH:10]=[C:11]([N:13]=[C:14]=[S:15])[CH:12]=1.IC. (2) Given the product [Si:12]([O:31][C:24]1[CH:25]=[C:26]([O:29][CH3:30])[CH:27]=[CH:28][C:23]=1[C:21](=[O:22])[CH3:20])([C:15]([CH3:18])([CH3:17])[CH3:16])([CH3:14])[CH3:13], predict the reactants needed to synthesize it. The reactants are: COC1C=CC(C(=O)C)=CC=1.[Si:12](Cl)([C:15]([CH3:18])([CH3:17])[CH3:16])([CH3:14])[CH3:13].[CH3:20][C:21]([C:23]1[CH:28]=[CH:27][C:26]([O:29][CH3:30])=[CH:25][C:24]=1[OH:31])=[O:22].C(N(CC)CC)C.CN(C1C=CC=CN=1)C. (3) Given the product [Cl:13][C:10]1[C:9]2[C:4](=[CH:5][C:6]([F:15])=[CH:7][C:8]=2[F:14])[N:3]=[C:2]([C:20]2[CH:19]=[CH:18][C:17]([CH3:16])=[CH:22][N:21]=2)[C:11]=1[CH3:12], predict the reactants needed to synthesize it. The reactants are: Cl[C:2]1[C:11]([CH3:12])=[C:10]([Cl:13])[C:9]2[C:4](=[CH:5][C:6]([F:15])=[CH:7][C:8]=2[F:14])[N:3]=1.[CH3:16][C:17]1[CH:18]=[CH:19][C:20]([Sn](CCCC)(CCCC)CCCC)=[N:21][CH:22]=1. (4) Given the product [C:24]([CH2:23][O:68][C:59]1[C:58]([C:69]2[CH:73]=[CH:72][O:71][CH:70]=2)=[CH:57][CH:56]=[C:55]([CH2:54][S:51]([C:45]2[CH:46]=[CH:47][C:48]([F:50])=[CH:49][C:44]=2/[CH:43]=[CH:42]\[CH2:41][N:40]([CH2:38][CH3:39])[CH2:74][CH3:75])(=[O:52])=[O:53])[C:60]=1[C:61]([O:63][C:64]([CH3:66])([CH3:67])[CH3:65])=[O:62])#[N:25], predict the reactants needed to synthesize it. The reactants are: C1(S(CC2C(C(OCC)=O)=C(O[CH2:23][CH2:24][NH:25]C(OC(C)(C)C)=O)C(C3C=COC=3)=CC=2)(=O)=O)C=CC=CC=1.[CH2:38]([N:40]([CH2:74][CH3:75])[CH2:41]/[CH:42]=[CH:43]\[C:44]1[CH:49]=[C:48]([F:50])[CH:47]=[CH:46][C:45]=1[S:51]([CH2:54][C:55]1[C:60]([C:61]([O:63][C:64]([CH3:67])([CH3:66])[CH3:65])=[O:62])=[C:59]([OH:68])[C:58]([C:69]2[CH:73]=[CH:72][O:71][CH:70]=2)=[CH:57][CH:56]=1)(=[O:53])=[O:52])[CH3:39].BrCC#N.